From a dataset of Forward reaction prediction with 1.9M reactions from USPTO patents (1976-2016). Predict the product of the given reaction. (1) Given the reactants [F:1][C:2]([F:7])([F:6])[C:3]([OH:5])=[O:4].COC(=O)[C:11]1C=[CH:15][CH:14]=[C:13]([C:17]([N:19]2[CH2:23][CH2:22][C@@H:21]([NH:24][C:25]([NH:27][C@@H:28]3[CH2:32][CH2:31][N:30]([C:33]4[N:41]=[C:40]5[C:36]([N:37]=[CH:38][N:39]5[C@H:42]5[C@H:46]([OH:47])[C@H:45]([OH:48])[C@@H:44]([C:49](=[O:53])[NH:50][CH2:51][CH3:52])[O:43]5)=[C:35]([NH:54][CH2:55][CH:56]([C:63]5[CH:68]=[CH:67][CH:66]=[CH:65][CH:64]=5)[C:57]5[CH:62]=[CH:61][CH:60]=[CH:59][CH:58]=5)[N:34]=4)[CH2:29]3)=[O:26])[CH2:20]2)=[O:18])[CH:12]=1.[OH-].[K+], predict the reaction product. The product is: [F:1][C:2]([F:7])([F:6])[C:3]([OH:5])=[O:4].[C:57]1([CH:56]([C:63]2[CH:64]=[CH:65][CH:66]=[CH:67][CH:68]=2)[CH2:55][NH:54][C:35]2[N:34]=[C:33]([N:30]3[CH2:31][CH2:32][C@@H:28]([NH:27][C:25](=[O:26])[NH:24][C@@H:21]4[CH2:22][CH2:23][N:19]([C:17]([C:13]5[CH:12]=[CH:11][C:2]([C:3]([OH:5])=[O:4])=[CH:15][CH:14]=5)=[O:18])[CH2:20]4)[CH2:29]3)[N:41]=[C:40]3[C:36]=2[N:37]=[CH:38][N:39]3[C@H:42]2[C@H:46]([OH:47])[C@H:45]([OH:48])[C@@H:44]([C:49](=[O:53])[NH:50][CH2:51][CH3:52])[O:43]2)[CH:58]=[CH:59][CH:60]=[CH:61][CH:62]=1. (2) Given the reactants [CH3:1][C:2]1[NH:3][CH:4]=[C:5]([CH3:7])[N:6]=1.CS(O[CH:13]1[CH2:18][CH2:17][N:16]([C:19]([O:21][C:22]([CH3:25])([CH3:24])[CH3:23])=[O:20])[CH2:15][CH2:14]1)(=O)=O.C(=O)([O-])[O-].[K+].[K+], predict the reaction product. The product is: [CH3:1][C:2]1[N:3]([CH:13]2[CH2:18][CH2:17][N:16]([C:19]([O:21][C:22]([CH3:25])([CH3:24])[CH3:23])=[O:20])[CH2:15][CH2:14]2)[CH:4]=[C:5]([CH3:7])[N:6]=1. (3) Given the reactants [Cl:1][C:2]1[CH:18]=[CH:17][C:5]2[CH2:6][CH2:7][N:8]([C:11](=[O:16])[C:12]([F:15])([F:14])[F:13])[CH2:9][CH2:10][C:4]=2[C:3]=1OS(C(F)(F)F)(=O)=O.[F:27][C:28]1[CH:35]=[CH:34][CH:33]=[CH:32][C:29]=1[CH2:30][NH2:31], predict the reaction product. The product is: [Cl:1][C:2]1[CH:18]=[CH:17][C:5]2[CH2:6][CH2:7][N:8]([C:11](=[O:16])[C:12]([F:13])([F:15])[F:14])[CH2:9][CH2:10][C:4]=2[C:3]=1[NH:31][CH2:30][C:29]1[CH:32]=[CH:33][CH:34]=[CH:35][C:28]=1[F:27]. (4) Given the reactants [Cl:1][C:2]1[CH:11]=[C:10]2[C:5]([CH:6]=[CH:7][N+:8]([O-])=[CH:9]2)=[CH:4][C:3]=1[F:13].[C:14]([NH2:18])([CH3:17])([CH3:16])[CH3:15].C1(C)C=CC(S(OS(C2C=CC(C)=CC=2)(=O)=O)(=O)=O)=CC=1, predict the reaction product. The product is: [C:14]([NH:18][C:9]1[C:10]2[C:5](=[CH:4][C:3]([F:13])=[C:2]([Cl:1])[CH:11]=2)[CH:6]=[CH:7][N:8]=1)([CH3:17])([CH3:16])[CH3:15]. (5) Given the reactants [Cl:1][C:2]1[CH:7]=[CH:6][C:5]([C:8]2[CH:12]([C:13]3[CH:18]=[CH:17][CH:16]=[CH:15][CH:14]=3)[CH2:11][N:10]([C:19]([NH:21][S:22]([C:25]3[CH:30]=[CH:29][C:28]([Cl:31])=[CH:27][CH:26]=3)(=[O:24])=[O:23])=O)[N:9]=2)=[CH:4][CH:3]=1.P(Cl)(Cl)(Cl)(Cl)Cl.[NH2:38][N:39]1[CH2:44][CH2:43][CH2:42][CH2:41][CH2:40]1, predict the reaction product. The product is: [Cl:1][C:2]1[CH:7]=[CH:6][C:5]([C:8]2[CH:12]([C:13]3[CH:18]=[CH:17][CH:16]=[CH:15][CH:14]=3)[CH2:11][N:10]([C:19]([NH:38][N:39]3[CH2:44][CH2:43][CH2:42][CH2:41][CH2:40]3)=[N:21][S:22]([C:25]3[CH:30]=[CH:29][C:28]([Cl:31])=[CH:27][CH:26]=3)(=[O:24])=[O:23])[N:9]=2)=[CH:4][CH:3]=1. (6) Given the reactants B.[I:2][C:3]1[CH:4]=[C:5]([CH2:9][C:10](O)=[O:11])[CH:6]=[CH:7][CH:8]=1.[Cl-].[NH4+], predict the reaction product. The product is: [I:2][C:3]1[CH:4]=[C:5]([CH2:9][CH2:10][OH:11])[CH:6]=[CH:7][CH:8]=1.